This data is from Forward reaction prediction with 1.9M reactions from USPTO patents (1976-2016). The task is: Predict the product of the given reaction. (1) Given the reactants [Cl:1][C:2]1[CH:11]=[C:10]2[C:5]([C:6](=[O:18])[C:7]([C:15]([OH:17])=[O:16])=[CH:8][N:9]2[CH:12]2[CH2:14][CH2:13]2)=[CH:4][C:3]=1F.[NH2:20][CH2:21][CH2:22][O:23][CH2:24][CH2:25][OH:26], predict the reaction product. The product is: [Cl:1][C:2]1[CH:11]=[C:10]2[C:5]([C:6](=[O:18])[C:7]([C:15]([OH:17])=[O:16])=[CH:8][N:9]2[CH:12]2[CH2:14][CH2:13]2)=[CH:4][C:3]=1[NH:20][CH2:21][CH2:22][O:23][CH2:24][CH2:25][OH:26]. (2) Given the reactants [Br:1][C:2]1[C:3]([CH3:21])=[C:4]([N:8]2[C:17](=[O:18])[C:16]3[C:11](=[C:12]([CH3:19])[CH:13]=[CH:14][CH:15]=3)[NH:10][C:9]2=[O:20])[CH:5]=[CH:6][CH:7]=1.[C:22]([O-])([O-])=O.[Cs+].[Cs+].IC, predict the reaction product. The product is: [Br:1][C:2]1[C:3]([CH3:21])=[C:4]([N:8]2[C:17](=[O:18])[C:16]3[C:11](=[C:12]([CH3:19])[CH:13]=[CH:14][CH:15]=3)[N:10]([CH3:22])[C:9]2=[O:20])[CH:5]=[CH:6][CH:7]=1. (3) Given the reactants [CH3:1][CH:2]1[CH2:7][CH2:6][N:5]([C:8]2[C:13]([N+:14]([O-])=O)=[CH:12][CH:11]=[C:10]([N:17]3[CH2:22][CH2:21][N:20]([CH3:23])[CH2:19][CH2:18]3)[N:9]=2)[CH2:4][CH2:3]1.[Cl-].[NH4+].C(=O)(O)[O-].[Na+], predict the reaction product. The product is: [CH3:1][CH:2]1[CH2:3][CH2:4][N:5]([C:8]2[C:13]([NH2:14])=[CH:12][CH:11]=[C:10]([N:17]3[CH2:22][CH2:21][N:20]([CH3:23])[CH2:19][CH2:18]3)[N:9]=2)[CH2:6][CH2:7]1.